Dataset: Aqueous solubility values for 9,982 compounds from the AqSolDB database. Task: Regression/Classification. Given a drug SMILES string, predict its absorption, distribution, metabolism, or excretion properties. Task type varies by dataset: regression for continuous measurements (e.g., permeability, clearance, half-life) or binary classification for categorical outcomes (e.g., BBB penetration, CYP inhibition). For this dataset (solubility_aqsoldb), we predict Y. The compound is [N-]=[N+]=O. The Y is -1.56 log mol/L.